Dataset: Reaction yield outcomes from USPTO patents with 853,638 reactions. Task: Predict the reaction yield, written as a fraction of the theoretical maximum amount of product (1.0 means a 100% yield; for example, 0.34 means a 34% yield). (1) The reactants are [C:1]([O:5][C:6](=[O:23])[NH:7][CH2:8][CH2:9][CH2:10][CH2:11][NH:12][CH:13]1[C:18]2=[N:19][CH:20]=[CH:21][CH:22]=[C:17]2[O:16][CH2:15][CH2:14]1)([CH3:4])([CH3:3])[CH3:2].C(N(CC)C(C)C)(C)C.[C:33]([O:37][C:38]([N:40]1[C:44]2[CH:45]=[CH:46][CH:47]=[CH:48][C:43]=2[N:42]=[C:41]1[CH2:49]Cl)=[O:39])([CH3:36])([CH3:35])[CH3:34].[I-].[K+]. The catalyst is CC#N. The product is [C:33]([O:37][C:38]([N:40]1[C:44]2[CH:45]=[CH:46][CH:47]=[CH:48][C:43]=2[N:42]=[C:41]1[CH2:49][N:12]([CH2:11][CH2:10][CH2:9][CH2:8][NH:7][C:6]([O:5][C:1]([CH3:4])([CH3:2])[CH3:3])=[O:23])[CH:13]1[C:18]2=[N:19][CH:20]=[CH:21][CH:22]=[C:17]2[O:16][CH2:15][CH2:14]1)=[O:39])([CH3:36])([CH3:35])[CH3:34]. The yield is 0.670. (2) The reactants are [NH2:1][C@@H:2]1[C:5](=[O:6])[NH:4][C@@H:3]1[CH2:7][N:8]1[N:12]=[C:11]([CH2:13][NH:14][C:15](=[N:36][C:37]([O:39][C:40]([CH3:43])([CH3:42])[CH3:41])=[O:38])[N:16]([CH2:24][CH:25]2[CH2:28][N:27]([C:29]([O:31][C:32]([CH3:35])([CH3:34])[CH3:33])=[O:30])[CH2:26]2)[C:17]([O:19][C:20]([CH3:23])([CH3:22])[CH3:21])=[O:18])[CH:10]=[N:9]1.[CH:44]([O:57][C:58]([C:60]1([O:63]/[N:64]=[C:65](/[C:69]2[N:70]=[C:71]([NH:74][C:75]([O:77][C:78]([CH3:81])([CH3:80])[CH3:79])=[O:76])[S:72][CH:73]=2)\[C:66](O)=[O:67])[CH2:62][CH2:61]1)=[O:59])([C:51]1[CH:56]=[CH:55][CH:54]=[CH:53][CH:52]=1)[C:45]1[CH:50]=[CH:49][CH:48]=[CH:47][CH:46]=1.CN(C(ON1N=NC2C=CC=NC1=2)=[N+](C)C)C.F[P-](F)(F)(F)(F)F.CCN(C(C)C)C(C)C. The catalyst is CN(C=O)C.C(Cl)Cl.CCOC(C)=O. The product is [CH:44]([O:57][C:58]([C:60]1([O:63]/[N:64]=[C:65](/[C:69]2[N:70]=[C:71]([NH:74][C:75]([O:77][C:78]([CH3:81])([CH3:80])[CH3:79])=[O:76])[S:72][CH:73]=2)\[C:66]([NH:1][C@@H:2]2[C:5](=[O:6])[NH:4][C@@H:3]2[CH2:7][N:8]2[N:12]=[C:11]([CH2:13][NH:14][C:15](=[N:36][C:37]([O:39][C:40]([CH3:43])([CH3:42])[CH3:41])=[O:38])[N:16]([CH2:24][CH:25]3[CH2:26][N:27]([C:29]([O:31][C:32]([CH3:34])([CH3:33])[CH3:35])=[O:30])[CH2:28]3)[C:17]([O:19][C:20]([CH3:23])([CH3:22])[CH3:21])=[O:18])[CH:10]=[N:9]2)=[O:67])[CH2:62][CH2:61]1)=[O:59])([C:51]1[CH:52]=[CH:53][CH:54]=[CH:55][CH:56]=1)[C:45]1[CH:50]=[CH:49][CH:48]=[CH:47][CH:46]=1. The yield is 0.580. (3) The reactants are O[CH2:2][C:3]1[CH:16]=[CH:15][C:6]([CH2:7][N:8]2[CH:13]=[CH:12][CH:11]=[CH:10][C:9]2=[O:14])=[CH:5][CH:4]=1.N12CCCN=C1CCCCC2.C1(P([N:42]=[N+:43]=[N-:44])(C2C=CC=CC=2)=O)C=CC=CC=1. The catalyst is CN(C=O)C.CCOC(C)=O. The product is [N:42]([CH2:2][C:3]1[CH:16]=[CH:15][C:6]([CH2:7][N:8]2[CH:13]=[CH:12][CH:11]=[CH:10][C:9]2=[O:14])=[CH:5][CH:4]=1)=[N+:43]=[N-:44]. The yield is 0.680. (4) The reactants are [CH3:1][C:2]1[C:3]([C:8]([OH:10])=[O:9])=[N:4][CH:5]=[CH:6][N:7]=1.Cl.[CH2:12](O)[CH3:13]. The yield is 0.660. No catalyst specified. The product is [CH2:12]([O:9][C:8]([C:3]1[C:2]([CH3:1])=[N:7][CH:6]=[CH:5][N:4]=1)=[O:10])[CH3:13].